This data is from Peptide-MHC class I binding affinity with 185,985 pairs from IEDB/IMGT. The task is: Regression. Given a peptide amino acid sequence and an MHC pseudo amino acid sequence, predict their binding affinity value. This is MHC class I binding data. (1) The peptide sequence is LELWERGTL. The MHC is Mamu-B01 with pseudo-sequence Mamu-B01. The binding affinity (normalized) is 0.212. (2) The peptide sequence is RERIRYFHY. The MHC is HLA-A03:01 with pseudo-sequence HLA-A03:01. The binding affinity (normalized) is 0.0847.